This data is from Experimentally validated miRNA-target interactions with 360,000+ pairs, plus equal number of negative samples. The task is: Binary Classification. Given a miRNA mature sequence and a target amino acid sequence, predict their likelihood of interaction. The miRNA is hsa-miR-149-5p with sequence UCUGGCUCCGUGUCUUCACUCCC. The protein sequence of the target gene is MAGDTHCPAEPLAREGTLWEALRALLPHSKEDLKLDLGEKVERSVVTLLQRATELFYEGRRDECLQSSEVILDYSWEKLNTGTWQDVDKDWRRVYAIGCLLKALCLCQAPEDANTVAAALRVCDMGLLMGAAILGDILLKVAAILQTHLPGKRPARGSLPEQPCTKKARADHGLIPDVKLEKTVPRLHRPSLQHFREQFLVPGRPVILKGVADHWPCMQKWSLEYIQEIAGCRTVPVEVGSRYTDEEWSQTLMTVNEFISKYIVNEPRDVGYLAQHQLFDQIPELKQDISIPDYCSLGDG.... Result: 1 (interaction).